This data is from Forward reaction prediction with 1.9M reactions from USPTO patents (1976-2016). The task is: Predict the product of the given reaction. (1) Given the reactants C(Cl)(=O)C(Cl)=O.CS(C)=O.[C:11]([N:18]1[CH2:24][CH2:23][CH2:22][C@H:19]1[CH2:20][OH:21])([O:13][C:14]([CH3:17])([CH3:16])[CH3:15])=[O:12], predict the reaction product. The product is: [C:14]([O:13][C:11]([N:18]1[CH2:24][CH2:23][CH2:22][C@H:19]1[CH:20]=[O:21])=[O:12])([CH3:17])([CH3:16])[CH3:15]. (2) Given the reactants [F:1][C:2]1[C:7]([C:8]([F:11])([F:10])[F:9])=[CH:6][CH:5]=[CH:4][C:3]=1B1OC(C)(C)C(C)(C)O1.[Cl:21][C:22]1[CH:23]=[C:24]([CH2:28][N:29]2[CH:33]=[CH:32][N:31]=[C:30]2[CH3:34])[N:25]=[N:26][CH:27]=1, predict the reaction product. The product is: [ClH:21].[F:1][C:2]1[C:7]([C:8]([F:9])([F:10])[F:11])=[CH:6][CH:5]=[CH:4][C:3]=1[C:22]1[CH:23]=[C:24]([CH2:28][N:29]2[CH:33]=[CH:32][N:31]=[C:30]2[CH3:34])[N:25]=[N:26][CH:27]=1. (3) The product is: [Cl:36][C:37]1[CH:38]=[C:39]([C:2]2[CH:3]=[C:4]3[C:9](=[CH:10][CH:11]=2)[N:8]=[CH:7][C:6]([C:12]([CH:14]2[CH2:16][CH2:15]2)=[O:13])=[C:5]3[NH:17][C:18]2[CH:19]=[N:20][N:21]([CH:23]3[CH2:24][CH2:25][N:26]([C:29]([O:31][C:32]([CH3:35])([CH3:33])[CH3:34])=[O:30])[CH2:27][CH2:28]3)[CH:22]=2)[CH:40]=[CH:41][C:42]=1[OH:43]. Given the reactants Br[C:2]1[CH:3]=[C:4]2[C:9](=[CH:10][CH:11]=1)[N:8]=[CH:7][C:6]([C:12]([CH:14]1[CH2:16][CH2:15]1)=[O:13])=[C:5]2[NH:17][C:18]1[CH:19]=[N:20][N:21]([CH:23]2[CH2:28][CH2:27][N:26]([C:29]([O:31][C:32]([CH3:35])([CH3:34])[CH3:33])=[O:30])[CH2:25][CH2:24]2)[CH:22]=1.[Cl:36][C:37]1[CH:38]=[C:39](B(O)O)[CH:40]=[CH:41][C:42]=1[OH:43], predict the reaction product. (4) Given the reactants [C:1]([C:3]1[CH:4]=[C:5]([C:10]2[CH:11]=[C:12]([CH:17]=[CH:18][N:19]=2)[C:13]([O:15][CH3:16])=[O:14])[CH:6]=[CH:7][C:8]=1[OH:9])#[N:2].[Br:20]N1C(=O)CCC1=O, predict the reaction product. The product is: [Br:20][C:7]1[CH:6]=[C:5]([C:10]2[CH:11]=[C:12]([CH:17]=[CH:18][N:19]=2)[C:13]([O:15][CH3:16])=[O:14])[CH:4]=[C:3]([C:1]#[N:2])[C:8]=1[OH:9]. (5) Given the reactants C(N(C(C)C)CC)(C)C.CCCP1(OP(CCC)(=O)OP(CCC)(=O)O1)=O.[Cl:28][C:29]1[CH:34]=[CH:33][C:32]([C:35]2[N:36]=[C:37]3[CH:42]=[CH:41][C:40]([C:43]([O-])=[O:44])=[CH:39][N:38]3[C:46]=2[CH2:47][OH:48])=[CH:31][CH:30]=1.[Na+].[N:50]1[CH:55]=[CH:54][CH:53]=[C:52]([CH2:56][NH2:57])[CH:51]=1, predict the reaction product. The product is: [Cl:28][C:29]1[CH:30]=[CH:31][C:32]([C:35]2[N:36]=[C:37]3[CH:42]=[CH:41][C:40]([C:43]([NH:57][CH2:56][C:52]4[CH:51]=[N:50][CH:55]=[CH:54][CH:53]=4)=[O:44])=[CH:39][N:38]3[C:46]=2[CH2:47][OH:48])=[CH:33][CH:34]=1.